The task is: Predict the reactants needed to synthesize the given product.. This data is from Full USPTO retrosynthesis dataset with 1.9M reactions from patents (1976-2016). (1) The reactants are: [C:1]([C:4]1[CH:5]=[CH:6][C:7]([Cl:15])=[C:8]([CH2:10][NH:11][C:12](=[O:14])[CH3:13])[CH:9]=1)(=[O:3])[CH3:2].CO[CH:18](OC)[N:19]([CH3:21])[CH3:20]. Given the product [Cl:15][C:7]1[CH:6]=[CH:5][C:4]([C:1](=[O:3])[CH:2]=[CH:18][N:19]([CH3:21])[CH3:20])=[CH:9][C:8]=1[CH2:10][NH:11][C:12](=[O:14])[CH3:13], predict the reactants needed to synthesize it. (2) The reactants are: [OH:1][N:2]=[C:3]([NH2:10])[C:4]1[CH:9]=[CH:8][CH:7]=[N:6][CH:5]=1.[Br:11][C:12]1[CH:13]=[N:14][CH:15]=[C:16]([CH:20]=1)[C:17](Cl)=O.N. Given the product [Br:11][C:12]1[CH:20]=[C:16]([C:17]2[O:1][N:2]=[C:3]([C:4]3[CH:5]=[N:6][CH:7]=[CH:8][CH:9]=3)[N:10]=2)[CH:15]=[N:14][CH:13]=1, predict the reactants needed to synthesize it. (3) Given the product [F:25][C:26]1[CH:34]=[C:33]([F:35])[CH:32]=[C:31]([F:36])[C:27]=1[C:28]([N:3]([CH2:1][CH3:2])[C:4]1[CH:9]=[CH:8][CH:7]=[C:6]([O:10][CH:11]2[CH2:16][CH2:15][N:14]([CH3:17])[CH2:13][CH2:12]2)[N:5]=1)=[O:29], predict the reactants needed to synthesize it. The reactants are: [CH2:1]([NH:3][C:4]1[CH:9]=[CH:8][CH:7]=[C:6]([O:10][CH:11]2[CH2:16][CH2:15][N:14]([CH3:17])[CH2:13][CH2:12]2)[N:5]=1)[CH3:2].C(N(CC)CC)C.[F:25][C:26]1[CH:34]=[C:33]([F:35])[CH:32]=[C:31]([F:36])[C:27]=1[C:28](Cl)=[O:29]. (4) Given the product [CH2:15]1[C:16]2[C:2]3[CH:3]=[CH:4][CH:5]=[CH:6][C:1]=3[NH:7][C:17]=2[CH2:18][CH2:19][N:14]1[C:9]([O:11][CH2:12][CH3:13])=[O:10], predict the reactants needed to synthesize it. The reactants are: [C:1]1([NH:7]N)[CH:6]=[CH:5][CH:4]=[CH:3][CH:2]=1.[C:9]([N:14]1[CH2:19][CH2:18][C:17](=O)[CH2:16][CH2:15]1)([O:11][CH2:12][CH3:13])=[O:10]. (5) Given the product [CH3:1][N:2]1[C:6]2[C:7]([N+:12]([O-:14])=[O:13])=[N:8][CH:9]=[CH:10][C:5]=2[NH:4][C:3]1=[O:11], predict the reactants needed to synthesize it. The reactants are: [CH3:1][N:2]1[C:6]2[CH:7]=[N:8][CH:9]=[CH:10][C:5]=2[NH:4][C:3]1=[O:11].[N+:12]([O-])([OH:14])=[O:13].